The task is: Predict the reactants needed to synthesize the given product.. This data is from Full USPTO retrosynthesis dataset with 1.9M reactions from patents (1976-2016). (1) Given the product [CH2:1]=[CH2:2].[CH:1]12[CH2:7][CH:4]([CH2:5][CH2:6]1)[CH:3]=[CH:2]2, predict the reactants needed to synthesize it. The reactants are: [CH:1]12[CH2:7][CH:4]([CH2:5][CH2:6]1)[CH:3]=[CH:2]2.C([Al](CC(C)C)CC(C)C)C(C)C.C=C.Cl. (2) Given the product [NH2:10][C@H:11]1[CH2:16][CH2:15][CH2:14][CH2:13][C@H:12]1[NH:17][C:2]1[CH:9]=[CH:8][C:5]([C:6]#[N:7])=[CH:4][CH:3]=1, predict the reactants needed to synthesize it. The reactants are: Br[C:2]1[CH:9]=[CH:8][C:5]([C:6]#[N:7])=[CH:4][CH:3]=1.[NH2:10][C@@H:11]1[CH2:16][CH2:15][CH2:14][CH2:13][C@@H:12]1[NH2:17].CC(C)([O-])C.[Na+].[Cl-].[NH4+]. (3) Given the product [Cl:29][C:30]1[CH:37]=[CH:36][C:33]([CH2:34][NH:35][C:19]2[C:18](=[O:22])[C:17](=[O:23])[C:16]=2[NH:15][CH2:14][CH2:13][NH:12][C:10]2[CH:9]=[C:8]([N:24]3[CH2:28][CH2:27][CH2:26][CH2:25]3)[N:7]=[C:6]([N:1]3[CH2:5][CH2:4][CH2:3][CH2:2]3)[N:11]=2)=[CH:32][CH:31]=1, predict the reactants needed to synthesize it. The reactants are: [N:1]1([C:6]2[N:11]=[C:10]([NH:12][CH2:13][CH2:14][NH:15][C:16]3[C:17](=[O:23])[C:18](=[O:22])[C:19]=3OC)[CH:9]=[C:8]([N:24]3[CH2:28][CH2:27][CH2:26][CH2:25]3)[N:7]=2)[CH2:5][CH2:4][CH2:3][CH2:2]1.[Cl:29][C:30]1[CH:37]=[CH:36][C:33]([CH2:34][NH2:35])=[CH:32][CH:31]=1. (4) Given the product [C:1]([C:3]1[CH:4]=[CH:5][C:6]([CH2:7][NH:8][C:9](=[O:22])[CH:10]([C:13]2[C:18]([F:19])=[CH:17][CH:16]=[C:15]([O:20][C:29]3[CH:33]=[CH:34][C:26]([F:25])=[CH:27][CH:28]=3)[C:14]=2[F:21])[O:11][CH3:12])=[CH:23][CH:24]=1)#[N:2], predict the reactants needed to synthesize it. The reactants are: [C:1]([C:3]1[CH:24]=[CH:23][C:6]([CH2:7][NH:8][C:9](=[O:22])[CH:10]([C:13]2[C:18]([F:19])=[CH:17][CH:16]=[C:15]([OH:20])[C:14]=2[F:21])[O:11][CH3:12])=[CH:5][CH:4]=1)#[N:2].[F:25][C:26]1[CH:34]=[CH:33][C:29](C(O)=O)=[CH:28][CH:27]=1.CCN(CC)CC.CCOC(C)=O. (5) The reactants are: [CH3:1][C@@H:2]1[CH2:7][CH2:6][NH:5][CH2:4][C@@H:3]1[N:8]1[C:12]2=[C:13]3[CH:19]=[CH:18][NH:17][C:14]3=[N:15][CH:16]=[C:11]2[NH:10][C:9]1=[O:20].O1CCOCC1.C(=O)([O-])O.[Na+].[CH3:32][N:33]([CH3:38])[S:34](Cl)(=[O:36])=[O:35]. Given the product [CH3:32][N:33]([CH3:38])[S:34]([N:5]1[CH2:6][CH2:7][C@@H:2]([CH3:1])[C@@H:3]([N:8]2[C:12]3=[C:13]4[CH:19]=[CH:18][NH:17][C:14]4=[N:15][CH:16]=[C:11]3[NH:10][C:9]2=[O:20])[CH2:4]1)(=[O:36])=[O:35], predict the reactants needed to synthesize it. (6) Given the product [F:20][C:2]([F:1])([F:19])[CH:3]1[CH2:4][CH2:5][CH:6]([C:9]2[C:10]3[N:11]([N:15]=[C:16]([NH2:18])[N:17]=3)[CH:12]=[CH:13][CH:14]=2)[CH2:7][CH2:8]1, predict the reactants needed to synthesize it. The reactants are: [F:1][C:2]([F:20])([F:19])[CH:3]1[CH2:8][CH2:7][C:6]([C:9]2[C:10]3[N:11]([N:15]=[C:16]([NH2:18])[N:17]=3)[CH:12]=[CH:13][CH:14]=2)=[CH:5][CH2:4]1. (7) Given the product [Cl:11][C:12]1[CH:13]=[C:14]([C:19]2[O:23][N:22]=[C:21]([C:24]3[CH:33]=[CH:32][C:27]([C:28]([OH:30])=[O:29])=[C:26]([F:34])[CH:25]=3)[N:20]=2)[CH:15]=[N:16][C:17]=1[O:35][CH2:13][CH:14]([CH3:19])[CH3:15], predict the reactants needed to synthesize it. The reactants are: C[Si]([N-][Si](C)(C)C)(C)C.[Li+].[Cl:11][C:12]1[CH:13]=[C:14]([C:19]2[O:23][N:22]=[C:21]([C:24]3[CH:33]=[CH:32][C:27]([C:28]([O:30]C)=[O:29])=[C:26]([F:34])[CH:25]=3)[N:20]=2)[CH:15]=[N:16][C:17]=1Cl.[OH2:35].